From a dataset of Reaction yield outcomes from USPTO patents with 853,638 reactions. Predict the reaction yield, written as a fraction of the theoretical maximum amount of product (1.0 means a 100% yield; for example, 0.34 means a 34% yield). (1) The reactants are [C:1]([Si:5]([CH3:13])([CH3:12])[O:6][CH2:7][C:8]([CH3:11])([OH:10])[CH3:9])([CH3:4])([CH3:3])[CH3:2].CC(C)([O-])C.[K+].F[C:21]1[CH:26]=[CH:25][C:24]([N+:27]([O-:29])=[O:28])=[CH:23][C:22]=1[N:30]1[C:34](=[O:35])[N:33]([CH3:36])[N:32]=[N:31]1. The catalyst is C1COCC1. The product is [Si:5]([O:6][CH2:7][C:8]([CH3:11])([O:10][C:21]1[CH:26]=[CH:25][C:24]([N+:27]([O-:29])=[O:28])=[CH:23][C:22]=1[N:30]1[C:34](=[O:35])[N:33]([CH3:36])[N:32]=[N:31]1)[CH3:9])([C:1]([CH3:4])([CH3:3])[CH3:2])([CH3:13])[CH3:12]. The yield is 0.670. (2) The reactants are [CH2:1]([O:8][C:9]1[CH:10]=[C:11]([CH2:15]O)[CH:12]=[N:13][CH:14]=1)[C:2]1[CH:7]=[CH:6][CH:5]=[CH:4][CH:3]=1.C1C=CC(P([N:31]=[N+:32]=[N-:33])(C2C=CC=CC=2)=O)=CC=1.N12CCCN=C1CCCCC2. The catalyst is C1(C)C=CC=CC=1. The product is [N:31]([CH2:15][C:11]1[CH:12]=[N:13][CH:14]=[C:9]([O:8][CH2:1][C:2]2[CH:7]=[CH:6][CH:5]=[CH:4][CH:3]=2)[CH:10]=1)=[N+:32]=[N-:33]. The yield is 0.650.